Dataset: Forward reaction prediction with 1.9M reactions from USPTO patents (1976-2016). Task: Predict the product of the given reaction. (1) Given the reactants Cl.[NH2:2][CH2:3][C:4]1[CH:9]=[CH:8][C:7]([NH:10][S:11]([CH3:14])(=[O:13])=[O:12])=[C:6]([F:15])[CH:5]=1.[F:16][C:17]([F:30])([F:29])[C:18]1[N:23]=[CH:22][C:21]([O:24][CH2:25][C:26](O)=[O:27])=[CH:20][CH:19]=1, predict the reaction product. The product is: [F:15][C:6]1[CH:5]=[C:4]([CH:9]=[CH:8][C:7]=1[NH:10][S:11]([CH3:14])(=[O:13])=[O:12])[CH2:3][NH:2][C:26](=[O:27])[CH2:25][O:24][C:21]1[CH:22]=[N:23][C:18]([C:17]([F:16])([F:29])[F:30])=[CH:19][CH:20]=1. (2) Given the reactants [Cl:1][C:2]1[CH:3]=[C:4]2[C:12](=[C:13]([NH:15][C:16](=[O:23])[C:17]3[CH:22]=[CH:21][CH:20]=[N:19][CH:18]=3)[CH:14]=1)[NH:11][C:10]1[CH:9]=[N:8][CH:7]=[C:6]([NH:24]C(=O)C(F)(F)F)[C:5]2=1.C([O-])([O-])=O.[K+].[K+], predict the reaction product. The product is: [NH2:24][C:6]1[C:5]2[C:4]3[C:12](=[C:13]([NH:15][C:16](=[O:23])[C:17]4[CH:22]=[CH:21][CH:20]=[N:19][CH:18]=4)[CH:14]=[C:2]([Cl:1])[CH:3]=3)[NH:11][C:10]=2[CH:9]=[N:8][CH:7]=1. (3) Given the reactants [ClH:1].Cl.C(OC([N:10]1[CH2:15][C@H:14]([CH3:16])[N:13]([C:17](=[O:34])[C:18]2[CH:23]=[CH:22][C:21]([O:24][CH2:25][CH2:26][CH2:27][N:28]3[CH2:33][CH2:32][CH2:31][CH2:30][CH2:29]3)=[CH:20][CH:19]=2)[C@H:12]([CH3:35])[CH2:11]1)=O)(C)(C)C.Cl.O1CCOCC1, predict the reaction product. The product is: [ClH:1].[ClH:1].[CH3:35][C@@H:12]1[CH2:11][NH:10][CH2:15][C@H:14]([CH3:16])[N:13]1[C:17](=[O:34])[C:18]1[CH:19]=[CH:20][C:21]([O:24][CH2:25][CH2:26][CH2:27][N:28]2[CH2:33][CH2:32][CH2:31][CH2:30][CH2:29]2)=[CH:22][CH:23]=1. (4) Given the reactants [OH:1][C:2]1[CH:11]=[C:10]2[C:5]([C:6]([O:12][C:13]3[CH:18]=[CH:17][C:16]([N:19]([C:28]4[CH:33]=[CH:32][CH:31]=[CH:30][CH:29]=4)[C:20]([C:22]4([C:25]([NH2:27])=[O:26])[CH2:24][CH2:23]4)=[O:21])=[CH:15][C:14]=3[F:34])=[CH:7][CH:8]=[N:9]2)=[CH:4][C:3]=1[O:35][CH3:36].CS(O[CH2:42][CH2:43][CH2:44][C:45]1([OH:48])[CH2:47][CH2:46]1)(=O)=O.C([O-])([O-])=O.[Cs+].[Cs+], predict the reaction product. The product is: [OH:48][C:45]1([CH2:44][CH2:43][CH2:42][O:1][C:2]2[CH:11]=[C:10]3[C:5]([C:6]([O:12][C:13]4[CH:18]=[CH:17][C:16]([N:19]([C:28]5[CH:33]=[CH:32][CH:31]=[CH:30][CH:29]=5)[C:20]([C:22]5([C:25]([NH2:27])=[O:26])[CH2:24][CH2:23]5)=[O:21])=[CH:15][C:14]=4[F:34])=[CH:7][CH:8]=[N:9]3)=[CH:4][C:3]=2[O:35][CH3:36])[CH2:47][CH2:46]1. (5) Given the reactants [CH:1]([C@H:4]1[CH2:8][O:7][C:6](/[CH:9]=[C:10](\[CH3:27])/[CH2:11][CH2:12]/[CH:13]=[C:14](\[CH3:26])/[CH2:15][CH2:16]/[CH:17]=[C:18](\[CH3:25])/[CH2:19][CH2:20][CH:21]=[C:22]([CH3:24])[CH3:23])=[N:5]1)(C)C.C(C/C(/C)=C/CC/C(/C)=C/CC(Cl)=O)/C=C(/CCC=C(C)C)\C, predict the reaction product. The product is: [CH3:1][C@H:4]1[CH2:8][O:7][C:6](/[CH:9]=[C:10](\[CH3:27])/[CH2:11][CH2:12]/[CH:13]=[C:14](\[CH3:26])/[CH2:15][CH2:16]/[CH:17]=[C:18](\[CH3:25])/[CH2:19][CH2:20][CH:21]=[C:22]([CH3:24])[CH3:23])=[N:5]1.